Dataset: Forward reaction prediction with 1.9M reactions from USPTO patents (1976-2016). Task: Predict the product of the given reaction. (1) Given the reactants [C:1](Cl)(=[O:4])[CH2:2][CH3:3].C(N(CC)CC)C.[F:13][C:14]1[CH:19]=[C:18]([N+:20]([O-:22])=[O:21])[CH:17]=[CH:16][C:15]=1[N:23]1[CH2:28][CH2:27][NH:26][CH2:25][CH2:24]1.O, predict the reaction product. The product is: [F:13][C:14]1[CH:19]=[C:18]([N+:20]([O-:22])=[O:21])[CH:17]=[CH:16][C:15]=1[N:23]1[CH2:28][CH2:27][N:26]([C:1](=[O:4])[CH2:2][CH3:3])[CH2:25][CH2:24]1. (2) Given the reactants C([O:8][C:9](=[O:21])[C:10]1[C:15]([F:16])=[CH:14][CH:13]=[C:12]([N+:17]([O-:19])=[O:18])[C:11]=1[F:20])C1C=CC=CC=1.[OH-].[Na+].Cl, predict the reaction product. The product is: [F:20][C:11]1[C:12]([N+:17]([O-:19])=[O:18])=[CH:13][CH:14]=[C:15]([F:16])[C:10]=1[C:9]([OH:21])=[O:8]. (3) Given the reactants [CH:1]1([C:5]2[C:10]([OH:11])=[C:9]([F:12])[C:8]([C:13]3[CH:22]=[N:21][C:20]4[NH:19][CH2:18][CH2:17][O:16][C:15]=4[CH:14]=3)=[CH:7][CH:6]=2)[CH2:4][CH2:3][CH2:2]1.Br[CH2:24][C:25]1[CH:26]=[C:27]([CH:30]=[CH:31][CH:32]=1)[C:28]#[N:29], predict the reaction product. The product is: [CH:1]1([C:5]2[C:10]([O:11][CH2:24][C:25]3[CH:26]=[C:27]([CH:30]=[CH:31][CH:32]=3)[C:28]#[N:29])=[C:9]([F:12])[C:8]([C:13]3[CH:22]=[N:21][C:20]4[NH:19][CH2:18][CH2:17][O:16][C:15]=4[CH:14]=3)=[CH:7][CH:6]=2)[CH2:2][CH2:3][CH2:4]1. (4) Given the reactants [C:1]1([C:7]2[C:8]3[CH:17]=[CH:16][CH:15]=[CH:14][C:9]=3[S:10][C:11]=2[CH:12]=[O:13])[CH:6]=[CH:5][CH:4]=[CH:3][CH:2]=1.[CH3:18][Mg+].[Br-], predict the reaction product. The product is: [C:1]1([C:7]2[C:8]3[CH:17]=[CH:16][CH:15]=[CH:14][C:9]=3[S:10][C:11]=2[CH:12]([OH:13])[CH3:18])[CH:2]=[CH:3][CH:4]=[CH:5][CH:6]=1.